Dataset: Forward reaction prediction with 1.9M reactions from USPTO patents (1976-2016). Task: Predict the product of the given reaction. (1) The product is: [NH2:7][CH2:8][CH2:9][CH2:10][NH:11][C:12]([CH:14]1[CH:18]([C:19]2[CH:24]=[CH:23][CH:22]=[C:21]([Cl:25])[CH:20]=2)[C:17]([C:28]2[CH:33]=[CH:32][C:31]([Cl:34])=[CH:30][CH:29]=2)([C:26]#[N:27])[CH:16]([CH2:35][C:36]([CH3:39])([CH3:38])[CH3:37])[NH:15]1)=[O:13]. Given the reactants C(OC(=O)[NH:7][CH2:8][CH2:9][CH2:10][NH:11][C:12]([C@H:14]1[C@H:18]([C:19]2[CH:24]=[CH:23][CH:22]=[C:21]([Cl:25])[CH:20]=2)[C@:17]([C:28]2[CH:33]=[CH:32][C:31]([Cl:34])=[CH:30][CH:29]=2)([C:26]#[N:27])[C@H:16]([CH2:35][C:36]([CH3:39])([CH3:38])[CH3:37])[NH:15]1)=[O:13])(C)(C)C.FC(F)(F)C(O)=O, predict the reaction product. (2) The product is: [ClH:20].[ClH:20].[C:8]1([N:14]2[CH2:19][CH2:18][N:17]([C:24]([O:23][CH2:22][C:21]3[CH:5]=[CH:4][N:3]=[CH:6][CH:7]=3)=[O:30])[CH2:16][CH2:15]2)[CH:13]=[CH:12][CH:11]=[CH:10][CH:9]=1. Given the reactants C([N:3]([CH2:6][CH3:7])[CH2:4][CH3:5])C.[C:8]1([N:14]2[CH2:19][CH2:18][NH:17][CH2:16][CH2:15]2)[CH:13]=[CH:12][CH:11]=[CH:10][CH:9]=1.[ClH:20].[CH3:21][CH2:22][O:23][CH2:24]C.CN(C=[O:30])C, predict the reaction product. (3) Given the reactants [Br:1][C:2]1[CH:11]=[C:10]2[C:5]([C:6](=O)[CH2:7][CH2:8][N:9]2[C:12]([O:14][C:15]([CH3:18])([CH3:17])[CH3:16])=[O:13])=[CH:4][CH:3]=1.[NH:20]1[CH2:25][CH2:24][O:23][CH2:22][CH2:21]1, predict the reaction product. The product is: [Br:1][C:2]1[CH:11]=[C:10]2[C:5]([C:6]([N:20]3[CH2:25][CH2:24][O:23][CH2:22][CH2:21]3)=[CH:7][CH2:8][N:9]2[C:12]([O:14][C:15]([CH3:18])([CH3:17])[CH3:16])=[O:13])=[CH:4][CH:3]=1. (4) Given the reactants [NH2:1][CH2:2][C:3]1[CH:4]=[C:5]([CH:8]=[CH:9][C:10]=1[S:11]([CH2:14][CH3:15])(=[O:13])=[O:12])[C:6]#[N:7].[NH2:16][C:17]1[C:25]([Br:26])=[CH:24][C:23]([C:27]([F:30])([F:29])[F:28])=[CH:22][C:18]=1[C:19](O)=[O:20].N[C:32]1C=CC(OC(F)(F)F)=CC=1C(NCC1C=C(Cl)C=CC=1SCC)=O.C([O-])([O-])OC, predict the reaction product. The product is: [Br:26][C:25]1[CH:24]=[C:23]([C:27]([F:30])([F:29])[F:28])[CH:22]=[C:18]2[C:17]=1[N:16]=[CH:32][N:1]([CH2:2][C:3]1[CH:4]=[C:5]([CH:8]=[CH:9][C:10]=1[S:11]([CH2:14][CH3:15])(=[O:13])=[O:12])[C:6]#[N:7])[C:19]2=[O:20].